The task is: Predict the reaction yield, written as a fraction of the theoretical maximum amount of product (1.0 means a 100% yield; for example, 0.34 means a 34% yield).. This data is from Reaction yield outcomes from USPTO patents with 853,638 reactions. (1) The yield is 0.830. The product is [NH2:15][C:16]1[N:21]=[CH:20][C:19](/[CH:22]=[CH:23]/[C:24]([N:13]([CH2:12][C:3]2[N:2]([CH3:1])[C:10]3[C:5]([C:4]=2[CH3:11])=[CH:6][CH:7]=[CH:8][CH:9]=3)[CH3:14])=[O:26])=[CH:18][CH:17]=1. The reactants are [CH3:1][N:2]1[C:10]2[C:5](=[CH:6][CH:7]=[CH:8][CH:9]=2)[C:4]([CH3:11])=[C:3]1[CH2:12][NH:13][CH3:14].[NH2:15][C:16]1[N:21]=[CH:20][C:19](/[CH:22]=[CH:23]/[C:24]([OH:26])=O)=[CH:18][CH:17]=1.C1C=CC2N(O)N=NC=2C=1.O.C1CCC(N=C=NC2CCCCC2)CC1. The catalyst is CN(C=O)C.C(Cl)Cl. (2) The reactants are [BH4-].[Na+].[CH3:3][O:4][C:5]([C:7]1([C:10]2[CH:11]=[C:12]3[C:17](=[CH:18][CH:19]=2)[O:16][CH2:15][CH2:14][C:13]3=O)[CH2:9][CH2:8]1)=[O:6]. The catalyst is FC(F)(F)C(O)=O. The product is [CH3:3][O:4][C:5]([C:7]1([C:10]2[CH:11]=[C:12]3[C:17](=[CH:18][CH:19]=2)[O:16][CH2:15][CH2:14][CH2:13]3)[CH2:8][CH2:9]1)=[O:6]. The yield is 0.920. (3) The reactants are [OH:1]C1C=CC(C=O)=CC=1C.C([O-])([O-])=O.[K+].[K+].[Cl:17][C:18]1[CH:26]=[CH:25][C:21]([C:22]([NH2:24])=[O:23])=[CH:20][N:19]=1.O. The catalyst is CN(C=O)C. The product is [NH4+:19].[OH-:1].[Cl:17][C:18]1[CH:26]=[CH:25][C:21]([C:22]([NH2:24])=[O:23])=[CH:20][N:19]=1. The yield is 0.00700. (4) The reactants are [Cl:1][C:2]1[CH:3]=[C:4]([CH:7]=[CH:8][C:9]=1[O:10][CH:11]([CH3:13])[CH3:12])[CH2:5]O.C(Br)(Br)(Br)[Br:15].C1(P(C2C=CC=CC=2)C2C=CC=CC=2)C=CC=CC=1. The catalyst is C1COCC1. The product is [Cl:1][C:2]1[CH:3]=[C:4]([CH:7]=[CH:8][C:9]=1[O:10][CH:11]([CH3:13])[CH3:12])[CH2:5][Br:15]. The yield is 0.660.